Dataset: Tox21: 12 toxicity assays (nuclear receptors and stress response pathways). Task: Binary classification across 12 toxicity assays. (1) The drug is CC1(C)[C@@H](OC(=O)CCC(=O)[O-])CC[C@@]2(C)[C@H]1CC[C@]1(C)[C@@H]2C(=O)C=C2[C@@H]3C[C@@](C)(C(=O)[O-])CC[C@]3(C)CC[C@]21C. It tested positive (active) for: SR-ARE (Antioxidant Response Element (oxidative stress)). (2) The molecule is CC1CCCCC1NC(=O)Nc1ccccc1. It tested positive (active) for: SR-MMP (Mitochondrial Membrane Potential disruption). (3) The drug is Cc1nc2ccccc2c(=O)n1-c1ccccc1Cl. It tested positive (active) for: NR-ER (Estrogen Receptor agonist activity). (4) The drug is Nc1c(S(=O)(=O)O)cc(Br)c2c1C(=O)c1ccccc1C2=O. It tested positive (active) for: NR-AhR (Aryl hydrocarbon Receptor agonist activity), and SR-ARE (Antioxidant Response Element (oxidative stress)). (5) The drug is CN1C(=O)CN=C(c2ccccc2)c2cc(Cl)ccc21. It tested positive (active) for: SR-ATAD5 (ATAD5 genotoxicity (DNA damage)). (6) The molecule is CCC(Cl)CC(Cl)C(Cl)C(Cl)C(Cl)C(C)Cl. It tested positive (active) for: NR-AhR (Aryl hydrocarbon Receptor agonist activity), and NR-ER (Estrogen Receptor agonist activity). (7) The compound is O=[N+]([O-])c1ccc(F)c([N+](=O)[O-])c1. It tested positive (active) for: NR-AhR (Aryl hydrocarbon Receptor agonist activity), and SR-MMP (Mitochondrial Membrane Potential disruption).